Dataset: Full USPTO retrosynthesis dataset with 1.9M reactions from patents (1976-2016). Task: Predict the reactants needed to synthesize the given product. (1) Given the product [Br:1][C:2]1[CH:11]=[CH:10][C:9]2[O:8][CH2:7][C:6]3[CH:12]=[C:13]([C:15]([NH:21][C:20]4[CH:22]=[CH:23][C:24]([F:26])=[CH:25][C:19]=4[F:18])=[O:16])[S:14][C:5]=3[C:4]=2[CH:3]=1, predict the reactants needed to synthesize it. The reactants are: [Br:1][C:2]1[CH:11]=[CH:10][C:9]2[O:8][CH2:7][C:6]3[CH:12]=[C:13]([C:15](Cl)=[O:16])[S:14][C:5]=3[C:4]=2[CH:3]=1.[F:18][C:19]1[CH:25]=[C:24]([F:26])[CH:23]=[CH:22][C:20]=1[NH2:21]. (2) Given the product [C:2]([O:6][C:7](=[O:10])[CH2:8][C:17]1[CH:44]=[CH:43][C:20]([CH2:21][O:22][CH2:23][C@H:24]2[CH2:26][C@@H:25]2[CH:27]2[CH2:28][CH2:29][N:30]([C:33]([O:35][CH2:36][C:37]3[CH:42]=[CH:41][CH:40]=[CH:39][CH:38]=3)=[O:34])[CH2:31][CH2:32]2)=[C:19]([F:45])[CH:18]=1)([CH3:5])([CH3:4])[CH3:3], predict the reactants needed to synthesize it. The reactants are: [Cl-].[C:2]([O:6][C:7](=[O:10])[CH2:8][Zn+])([CH3:5])([CH3:4])[CH3:3].CCOCC.Br[C:17]1[CH:44]=[CH:43][C:20]([CH2:21][O:22][CH2:23][C@H:24]2[CH2:26][C@@H:25]2[CH:27]2[CH2:32][CH2:31][N:30]([C:33]([O:35][CH2:36][C:37]3[CH:42]=[CH:41][CH:40]=[CH:39][CH:38]=3)=[O:34])[CH2:29][CH2:28]2)=[C:19]([F:45])[CH:18]=1.CC(C1C=C(C(C)C)C(C2C=CC=CC=2P(C2CCCCC2)C2CCCCC2)=C(C(C)C)C=1)C. (3) The reactants are: CC1C=CC(S(O[CH2:12][C@@H:13]2[C@@H:18]([OH:19])[C@H:17]([OH:20])[C@@H:16]([OH:21])[C@H:15]([C:22]3[CH:27]=[CH:26][C:25]([Cl:28])=[C:24]([CH2:29][C:30]4[S:31][C:32]([C:35]5[O:36][CH:37]=[CH:38][CH:39]=5)=[CH:33][N:34]=4)[CH:23]=3)[O:14]2)(=O)=O)=CC=1.[NH:40]1[CH:44]=[N:43][N:42]=[N:41]1.C(N(CC)CC)C. Given the product [N:40]1[N:41]([CH2:12][C@@H:13]2[C@@H:18]([OH:19])[C@H:17]([OH:20])[C@@H:16]([OH:21])[C@H:15]([C:22]3[CH:27]=[CH:26][C:25]([Cl:28])=[C:24]([CH2:29][C:30]4[S:31][C:32]([C:35]5[O:36][CH:37]=[CH:38][CH:39]=5)=[CH:33][N:34]=4)[CH:23]=3)[O:14]2)[N:42]=[N:43][CH:44]=1, predict the reactants needed to synthesize it. (4) Given the product [OH:22][C@H:20]([CH3:21])[CH2:19][CH2:18][CH2:17][CH2:16][O:15][C:2]1([CH3:1])[CH2:7][CH2:6][N:5]([C:8]([O:10][C:11]([CH3:14])([CH3:13])[CH3:12])=[O:9])[CH2:4][CH2:3]1, predict the reactants needed to synthesize it. The reactants are: [CH3:1][C:2]1([O:15][CH2:16][CH2:17][CH2:18][CH2:19][C:20](=[O:22])[CH3:21])[CH2:7][CH2:6][N:5]([C:8]([O:10][C:11]([CH3:14])([CH3:13])[CH3:12])=[O:9])[CH2:4][CH2:3]1.CB1N2CCC[C@H]2C(C2C=CC=CC=2)(C2C=CC=CC=2)O1. (5) Given the product [NH2:11][C:8]1[CH:9]=[C:10]2[C:5](=[CH:6][C:7]=1[N+:15]([O-:17])=[O:16])[N:4]([CH2:21][C:22]1[S:26][C:25]([CH3:27])=[N:24][C:23]=1[CH3:28])[C:3](=[O:18])[C:2]2([CH3:1])[CH3:19], predict the reactants needed to synthesize it. The reactants are: [CH3:1][C:2]1([CH3:19])[C:10]2[C:5](=[CH:6][C:7]([N+:15]([O-:17])=[O:16])=[C:8]([NH:11]C(=O)C)[CH:9]=2)[NH:4][C:3]1=[O:18].Cl[CH2:21][C:22]1[S:26][C:25]([CH3:27])=[N:24][C:23]=1[CH3:28].C([O-])([O-])=O.[K+].[K+].C1CCN2C(=NCCC2)CC1.